This data is from Catalyst prediction with 721,799 reactions and 888 catalyst types from USPTO. The task is: Predict which catalyst facilitates the given reaction. (1) Reactant: [Br:1][C:2]1[CH:13]=C[C:5]2NC(=O)OC(=O)[C:4]=2[CH:3]=1.[C:14](#N)[CH:15]([CH2:17][C:18]#[N:19])[OH:16].C([N:23](CC)CC)C. Product: [NH2:23][C:18]1[CH:17]=[C:15]([OH:16])[C:14]2[C:5](=[CH:4][CH:3]=[C:2]([Br:1])[CH:13]=2)[N:19]=1. The catalyst class is: 3. (2) Reactant: [F:1][C:2]1[CH:7]=[CH:6][CH:5]=[C:4]([O:8][CH3:9])[C:3]=1[C:10]1[C:19]([CH:20]=O)=[CH:18][C:17]2[C:12](=[C:13]([CH3:22])[CH:14]=[CH:15][CH:16]=2)[N:11]=1.[CH2:23]([NH2:32])[C:24]1[CH:31]=[CH:30][C:27]([O:28][CH3:29])=[CH:26][CH:25]=1.[BH-](OC(C)=O)(OC(C)=O)OC(C)=O.[Na+]. Product: [CH3:29][O:28][C:27]1[CH:30]=[CH:31][C:24]([CH2:23][NH:32][CH2:20][C:19]2[C:10]([C:3]3[C:4]([O:8][CH3:9])=[CH:5][CH:6]=[CH:7][C:2]=3[F:1])=[N:11][C:12]3[C:17]([CH:18]=2)=[CH:16][CH:15]=[CH:14][C:13]=3[CH3:22])=[CH:25][CH:26]=1. The catalyst class is: 26. (3) Reactant: [CH2:1]([N:3]([CH3:14])[C:4]1[N:13]=[C:7]2[CH:8]=[C:9]([NH2:12])[CH:10]=[CH:11][N:6]2[N:5]=1)[CH3:2].[CH2:15]([O:17][C:18]([C:20]1[CH:21]=[N:22][N:23]([CH3:28])[C:24]=1[C:25](O)=[O:26])=[O:19])[CH3:16].CCCP(=O)=O.C(N(CC)C(C)C)(C)C. Product: [CH2:15]([O:17][C:18]([C:20]1[CH:21]=[N:22][N:23]([CH3:28])[C:24]=1[C:25](=[O:26])[NH:12][C:9]1[CH:10]=[CH:11][N:6]2[N:5]=[C:4]([N:3]([CH2:1][CH3:2])[CH3:14])[N:13]=[C:7]2[CH:8]=1)=[O:19])[CH3:16]. The catalyst class is: 7.